From a dataset of Full USPTO retrosynthesis dataset with 1.9M reactions from patents (1976-2016). Predict the reactants needed to synthesize the given product. (1) Given the product [Cl:3][C:4]1[CH:5]=[C:6]([C:12]2[N:13]=[C:14]([CH2:33][CH3:34])[C:15]3[CH2:20][CH2:19][N:18]([C:21]4[CH:26]=[CH:25][C:24]([CH2:27][C:28]([OH:30])=[O:29])=[CH:23][CH:22]=4)[C:16]=3[N:17]=2)[CH:7]=[CH:8][C:9]=1[O:10][CH3:11], predict the reactants needed to synthesize it. The reactants are: [OH-].[Na+].[Cl:3][C:4]1[CH:5]=[C:6]([C:12]2[N:13]=[C:14]([CH2:33][CH3:34])[C:15]3[CH2:20][CH2:19][N:18]([C:21]4[CH:26]=[CH:25][C:24]([CH2:27][C:28]([O:30]CC)=[O:29])=[CH:23][CH:22]=4)[C:16]=3[N:17]=2)[CH:7]=[CH:8][C:9]=1[O:10][CH3:11].Cl. (2) Given the product [F:42][C:43]([F:48])([F:47])[C:44]([OH:46])=[O:45].[NH2:5][CH2:9][CH2:10][CH2:11][CH2:12][CH2:13][NH:14][C:15](=[O:41])[CH2:16][C@@H:17]1[N:23]=[C:22]([C:24]2[CH:29]=[CH:28][C:27]([Cl:30])=[CH:26][CH:25]=2)[C:21]2[CH:31]=[C:32]([O:35][CH3:36])[CH:33]=[CH:34][C:20]=2[N:19]2[C:37]([CH3:40])=[N:38][N:39]=[C:18]12, predict the reactants needed to synthesize it. The reactants are: CC([N:5]([CH2:9][CH2:10][CH2:11][CH2:12][CH2:13][NH:14][C:15](=[O:41])[CH2:16][C@@H:17]1[N:23]=[C:22]([C:24]2[CH:29]=[CH:28][C:27]([Cl:30])=[CH:26][CH:25]=2)[C:21]2[CH:31]=[C:32]([O:35][CH3:36])[CH:33]=[CH:34][C:20]=2[N:19]2[C:37]([CH3:40])=[N:38][N:39]=[C:18]12)C(=O)[O-])(C)C.[F:42][C:43]([F:48])([F:47])[C:44]([OH:46])=[O:45]. (3) Given the product [OH:20]/[N:19]=[C:1](/[C:3]1[CH:4]=[CH:5][C:6]([CH2:7][N:8]2[CH2:9][CH:10]([C:12]([O:14][CH3:15])=[O:13])[CH2:11]2)=[CH:16][CH:17]=1)\[NH2:2], predict the reactants needed to synthesize it. The reactants are: [C:1]([C:3]1[CH:17]=[CH:16][C:6]([CH2:7][N:8]2[CH2:11][CH:10]([C:12]([O:14][CH3:15])=[O:13])[CH2:9]2)=[CH:5][CH:4]=1)#[N:2].Cl.[NH2:19][OH:20].C(=O)(O)[O-].[Na+]. (4) The reactants are: [Br:1][C:2]1[CH:3]=[C:4]([CH2:8]O)[CH:5]=[N:6][CH:7]=1.C1(P(C2C=CC=CC=2)C2C=CC=CC=2)C=CC=CC=1.C(Br)(Br)(Br)[Br:30]. Given the product [Br:1][C:2]1[CH:7]=[N:6][CH:5]=[C:4]([CH2:8][Br:30])[CH:3]=1, predict the reactants needed to synthesize it. (5) Given the product [CH3:22][C:15]1([CH3:23])[C:14]2[C:9]3=[C:10]([C:4]4[CH:3]=[C:2]([C:28]5[CH:29]=[CH:30][CH:25]=[CH:26][C:27]=5[C:34]([O:36][CH2:37][CH3:38])=[O:35])[CH:7]=[CH:6][C:5]=4[N:8]3[C:21]3[CH:20]=[CH:19][CH:18]=[CH:17][C:16]1=3)[CH:11]=[CH:12][CH:13]=2, predict the reactants needed to synthesize it. The reactants are: Br[C:2]1[CH:7]=[CH:6][C:5]2[N:8]3[C:21]4[CH:20]=[CH:19][CH:18]=[CH:17][C:16]=4[C:15]([CH3:23])([CH3:22])[C:14]4[C:9]3=[C:10]([CH:11]=[CH:12][CH:13]=4)[C:4]=2[CH:3]=1.Cl[C:25]1[CH:30]=[CH:29][C:28](B(O)O)=[C:27]([C:34]([O:36][CH2:37][CH3:38])=[O:35])[CH:26]=1.C(=O)([O-])[O-].[Na+].[Na+].O1CCOCC1. (6) Given the product [C:1]([O:5][C:6]([N:8]1[CH2:9][C@H:10]([CH2:25][O:26][CH3:27])[NH:11][CH2:12][C@H:13]1[CH3:14])=[O:7])([CH3:4])([CH3:3])[CH3:2], predict the reactants needed to synthesize it. The reactants are: [C:1]([O:5][C:6]([N:8]1[C@H:13]([CH3:14])[CH2:12][N:11](C(OCC2C=CC=CC=2)=O)[C@@H:10]([CH2:25][O:26][CH3:27])[CH2:9]1)=[O:7])([CH3:4])([CH3:3])[CH3:2]. (7) Given the product [N+:1]([C:4]1[CH:9]=[C:8]([N+:10]([O-:12])=[O:11])[CH:7]=[CH:6][C:5]=1[CH:13]([C:21]1[C:26]([N+:27]([O-:29])=[O:28])=[CH:25][C:24]([N+:30]([O-:32])=[O:31])=[CH:23][N:22]=1)[C:14]([O:16][CH:17]([CH3:19])[CH3:18])=[O:15])([O-:3])=[O:2], predict the reactants needed to synthesize it. The reactants are: [N+:1]([C:4]1[CH:9]=[C:8]([N+:10]([O-:12])=[O:11])[CH:7]=[CH:6][C:5]=1[CH2:13][C:14]([O:16][CH:17]([CH3:19])[CH3:18])=[O:15])([O-:3])=[O:2].Cl[C:21]1[C:26]([N+:27]([O-:29])=[O:28])=[CH:25][C:24]([N+:30]([O-:32])=[O:31])=[CH:23][N:22]=1.Cl. (8) The reactants are: [CH:1]1([C:4]2[O:5][CH:6]=[N:7][N:8]=2)[CH2:3][CH2:2]1.[Li]CCCC.[Mg+2].[Br-].[Br-].O(CC)CC.[C:22]([O:26][C:27](=[O:34])[NH:28][CH:29]([CH:32]=[O:33])[CH2:30][CH3:31])([CH3:25])([CH3:24])[CH3:23]. Given the product [C:22]([O:26][C:27](=[O:34])[NH:28][CH:29]([CH:32]([C:6]1[O:5][C:4]([CH:1]2[CH2:3][CH2:2]2)=[N:8][N:7]=1)[OH:33])[CH2:30][CH3:31])([CH3:23])([CH3:24])[CH3:25], predict the reactants needed to synthesize it. (9) Given the product [CH2:6]([O:8][C:9]([CH2:11][N:12]([CH2:1][C:2]#[C:3][CH3:4])[C:13](=[N:21][C:22]#[N:23])[O:14][C:15]1[CH:20]=[CH:19][CH:18]=[CH:17][CH:16]=1)=[O:10])[CH3:7], predict the reactants needed to synthesize it. The reactants are: [CH2:1](Br)[C:2]#[C:3][CH3:4].[CH2:6]([O:8][C:9]([CH2:11][NH:12][C:13](=[N:21][C:22]#[N:23])[O:14][C:15]1[CH:20]=[CH:19][CH:18]=[CH:17][CH:16]=1)=[O:10])[CH3:7].C(=O)([O-])[O-].[K+].[K+]. (10) The reactants are: ClC(Cl)(Cl)C[O:4][C:5](=O)[NH:6][C:7]1[C:8]([CH3:27])=[C:9]([CH3:26])[C:10]2[O:14][CH2:13][CH:12]([C:15]3[CH:20]=[CH:19][C:18]([CH:21]([CH3:23])[CH3:22])=[CH:17][CH:16]=3)[C:11]=2[C:24]=1[CH3:25].[CH2:31]([NH:33][CH2:34][CH3:35])[CH3:32]. Given the product [CH2:31]([N:33]([CH2:34][CH3:35])[C:5]([NH:6][C:7]1[C:8]([CH3:27])=[C:9]([CH3:26])[C:10]2[O:14][CH2:13][CH:12]([C:15]3[CH:20]=[CH:19][C:18]([CH:21]([CH3:23])[CH3:22])=[CH:17][CH:16]=3)[C:11]=2[C:24]=1[CH3:25])=[O:4])[CH3:32], predict the reactants needed to synthesize it.